This data is from Forward reaction prediction with 1.9M reactions from USPTO patents (1976-2016). The task is: Predict the product of the given reaction. (1) Given the reactants [H-].[Al+3].[Li+].[H-].[H-].[H-].[F:7][C:8]([F:16])([CH3:15])[C:9]([NH:11][CH2:12][CH2:13][OH:14])=O, predict the reaction product. The product is: [F:7][C:8]([F:16])([CH3:15])[CH2:9][NH:11][CH2:12][CH2:13][OH:14]. (2) Given the reactants [CH:1]1([CH2:4][O:5][C:6]2[CH:11]=[CH:10][C:9]([N:12]3[C:17](=[O:18])[C:16]4[NH:19][CH:20]=[CH:21][C:15]=4[NH:14][C:13]3=[S:22])=[CH:8][C:7]=2[CH3:23])[CH2:3][CH2:2]1.Br[CH2:25][CH2:26][O:27][CH2:28][CH2:29][O:30][CH2:31][CH3:32].[I-].[Na+].C(=O)([O-])O.[Na+], predict the reaction product. The product is: [CH:1]1([CH2:4][O:5][C:6]2[CH:11]=[CH:10][C:9]([N:12]3[C:17](=[O:18])[C:16]4[NH:19][CH:20]=[CH:21][C:15]=4[N:14]=[C:13]3[S:22][CH2:25][CH2:26][O:27][CH2:28][CH2:29][O:30][CH2:31][CH3:32])=[CH:8][C:7]=2[CH3:23])[CH2:2][CH2:3]1. (3) Given the reactants [F:1][C:2]([F:33])([F:32])[C:3]1[CH:27]=[C:26]([C:28]([F:31])([F:30])[F:29])[CH:25]=[CH:24][C:4]=1[CH2:5][N:6]1[CH2:11][CH2:10][CH:9](/[CH:12]=[C:13]2/[C:14]([NH:19][CH:20]([CH3:23])[C:21]#[CH:22])=[N:15][C:16](=[O:18])[S:17]/2)[CH2:8][CH2:7]1.[ClH:34].C(OCC)(=O)C, predict the reaction product. The product is: [ClH:34].[F:33][C:2]([F:1])([F:32])[C:3]1[CH:27]=[C:26]([C:28]([F:30])([F:31])[F:29])[CH:25]=[CH:24][C:4]=1[CH2:5][N:6]1[CH2:7][CH2:8][CH:9](/[CH:12]=[C:13]2/[C:14]([NH:19][CH:20]([CH3:23])[C:21]#[CH:22])=[N:15][C:16](=[O:18])[S:17]/2)[CH2:10][CH2:11]1. (4) The product is: [N:32]1[CH:37]=[CH:36][CH:35]=[C:34]([CH2:38][O:22][C:21]([C:20]2[N:11]([CH2:10][C:8]3[CH:7]=[CH:6][C:5]4[O:1][CH2:2][O:3][C:4]=4[CH:9]=3)[C:12](=[O:31])[C:13]3[C:18]([C:19]=2[C:24]2[CH:29]=[CH:28][CH:27]=[CH:26][CH:25]=2)=[CH:17][C:16]([Br:30])=[CH:15][CH:14]=3)=[O:23])[CH:33]=1. Given the reactants [O:1]1[C:5]2[CH:6]=[CH:7][C:8]([CH2:10][N:11]3[C:20]([C:21]([OH:23])=[O:22])=[C:19]([C:24]4[CH:29]=[CH:28][CH:27]=[CH:26][CH:25]=4)[C:18]4[C:13](=[CH:14][CH:15]=[C:16]([Br:30])[CH:17]=4)[C:12]3=[O:31])=[CH:9][C:4]=2[O:3][CH2:2]1.[N:32]1[CH:37]=[CH:36][CH:35]=[C:34]([CH2:38]O)[CH:33]=1, predict the reaction product. (5) Given the reactants Cl.[NH2:2][C@@H:3]1[CH2:8][CH2:7][C@H:6]([NH:9][C:10](=[O:27])[C:11]2[CH:16]=[C:15]([F:17])[CH:14]=[N:13][C:12]=2[O:18][C:19]2[CH:24]=[CH:23][CH:22]=[C:21]([S:25][CH3:26])[CH:20]=2)[CH2:5][CH2:4]1.C(N(CC)CC)C.[CH3:35][C:36]([CH3:41])([CH3:40])[C:37](O)=[O:38].Cl.CN(C)CCCN=C=NCC.ON1C2C=CC=CC=2N=N1, predict the reaction product. The product is: [CH3:35][C:36]([CH3:41])([CH3:40])[C:37]([NH:2][C@@H:3]1[CH2:8][CH2:7][C@H:6]([NH:9][C:10](=[O:27])[C:11]2[CH:16]=[C:15]([F:17])[CH:14]=[N:13][C:12]=2[O:18][C:19]2[CH:24]=[CH:23][CH:22]=[C:21]([S:25][CH3:26])[CH:20]=2)[CH2:5][CH2:4]1)=[O:38].